Dataset: Forward reaction prediction with 1.9M reactions from USPTO patents (1976-2016). Task: Predict the product of the given reaction. (1) Given the reactants [S:1]1[CH:5]=[CH:4][C:3]2[C:6](=[O:9])[CH2:7][CH2:8][C:2]1=2.[H-].[Na+].C([O:14][C:15](=O)[C:16]1[CH:21]=[CH:20][C:19]([Br:22])=[N:18][CH:17]=1)C.Cl, predict the reaction product. The product is: [Br:22][C:19]1[N:18]=[CH:17][C:16]([C:15]([CH:7]2[CH2:8][C:2]3[S:1][CH:5]=[CH:4][C:3]=3[C:6]2=[O:9])=[O:14])=[CH:21][CH:20]=1. (2) The product is: [C:7]1([C:30]2[CH:31]=[CH:32][CH:33]=[CH:34][CH:35]=2)[CH:8]=[CH:9][C:10]([CH2:13][O:14][C:15]2[CH:16]=[C:17]3[C:22](=[CH:23][CH:24]=2)[CH2:21][CH:20]([CH2:25][CH2:26][OH:27])[CH2:19][CH2:18]3)=[CH:11][CH:12]=1. Given the reactants [H-].[Al+3].[Li+].[H-].[H-].[H-].[C:7]1([C:30]2[CH:35]=[CH:34][CH:33]=[CH:32][CH:31]=2)[CH:12]=[CH:11][C:10]([CH2:13][O:14][C:15]2[CH:16]=[C:17]3[C:22](=[CH:23][CH:24]=2)[CH2:21][CH:20]([CH2:25][C:26](OC)=[O:27])[CH2:19][CH2:18]3)=[CH:9][CH:8]=1, predict the reaction product. (3) Given the reactants Br[C:2]1[CH:3]=[C:4]([C@H:8]([NH:10][C:11](=[O:17])[O:12][C:13]([CH3:16])([CH3:15])[CH3:14])[CH3:9])[CH:5]=[CH:6][CH:7]=1.CC1(C)C(C)(C)OB([C:26]2[CH:27]=[N:28][N:29](C(OC(C)(C)C)=O)[CH:30]=2)O1.C(=O)([O-])[O-].[K+].[K+].[OH-].[Na+], predict the reaction product. The product is: [NH:28]1[CH:27]=[C:26]([C:2]2[CH:3]=[C:4]([C@H:8]([NH:10][C:11](=[O:17])[O:12][C:13]([CH3:16])([CH3:15])[CH3:14])[CH3:9])[CH:5]=[CH:6][CH:7]=2)[CH:30]=[N:29]1. (4) Given the reactants [CH3:1][N:2]1[CH:6]=[CH:5][C:4]([NH2:7])=[N:3]1.[Cl:8][C:9]1[N:14]=[C:13](Cl)[C:12]([Cl:16])=[CH:11][N:10]=1.C(=O)([O-])[O-].[Na+].[Na+], predict the reaction product. The product is: [Cl:8][C:9]1[N:14]=[C:13]([NH:7][C:4]2[CH:5]=[CH:6][N:2]([CH3:1])[N:3]=2)[C:12]([Cl:16])=[CH:11][N:10]=1. (5) Given the reactants [NH:1]1[C:9]2[C:4](=[CH:5][CH:6]=[CH:7][CH:8]=2)[C:3]([CH2:10][CH2:11][CH2:12][CH2:13][CH2:14][CH2:15][NH:16][C:17]([NH:19][CH2:20][C:21]2[CH:22]=[N:23][CH:24]=[CH:25][CH:26]=2)=[O:18])=[CH:2]1.[BH3-]C#N.[Na+], predict the reaction product. The product is: [NH:1]1[C:9]2[C:4](=[CH:5][CH:6]=[CH:7][CH:8]=2)[CH:3]([CH2:10][CH2:11][CH2:12][CH2:13][CH2:14][CH2:15][NH:16][C:17]([NH:19][CH2:20][C:21]2[CH:22]=[N:23][CH:24]=[CH:25][CH:26]=2)=[O:18])[CH2:2]1. (6) Given the reactants [Br:1][C:2]1[S:3][C:4]2[CH:10]=[C:9]([CH2:11][OH:12])[CH:8]=[C:7]([F:13])[C:5]=2[N:6]=1, predict the reaction product. The product is: [Br:1][C:2]1[S:3][C:4]2[CH:10]=[C:9]([CH:11]=[O:12])[CH:8]=[C:7]([F:13])[C:5]=2[N:6]=1.